Dataset: Full USPTO retrosynthesis dataset with 1.9M reactions from patents (1976-2016). Task: Predict the reactants needed to synthesize the given product. (1) Given the product [CH2:54]([O:55][CH2:43][CH2:44][NH:1][CH2:2][CH:3]([NH:18][C:19]([C:21]1[S:37][C:24]2=[N:25][C:26]3[CH2:27][CH2:28][CH:29]([C:33]([CH3:34])([CH3:36])[CH3:35])[CH2:30][C:31]=3[CH:32]=[C:23]2[CH:22]=1)=[O:20])[C:4]1[CH:9]=[CH:8][CH:7]=[C:6]([NH:10][C:11]([C:13]2[O:14][CH:15]=[CH:16][CH:17]=2)=[O:12])[CH:5]=1)[C:4]1[CH:9]=[CH:8][CH:7]=[CH:6][CH:5]=1, predict the reactants needed to synthesize it. The reactants are: [NH2:1][CH2:2][CH:3]([NH:18][C:19]([C:21]1[S:37][C:24]2=[N:25][C:26]3[CH2:27][CH2:28][CH:29]([C:33]([CH3:36])([CH3:35])[CH3:34])[CH2:30][C:31]=3[CH:32]=[C:23]2[CH:22]=1)=[O:20])[C:4]1[CH:9]=[CH:8][CH:7]=[C:6]([NH:10][C:11]([C:13]2[O:14][CH:15]=[CH:16][CH:17]=2)=[O:12])[CH:5]=1.CCN([CH2:43][CH3:44])CC.[O-]S([O-])(=O)=O.[Na+].[Na+].[BH4-].[Na+].[CH3:54][OH:55]. (2) Given the product [O:17]=[C:16]1[C:10]([CH2:9][C:6]2[CH:7]=[CH:8][C:3]([C:1]#[N:2])=[CH:4][CH:5]=2)=[CH:11][NH:21][C:19](=[S:20])[NH:18]1, predict the reactants needed to synthesize it. The reactants are: [C:1]([C:3]1[CH:8]=[CH:7][C:6]([CH2:9][CH:10]([CH:16]=[O:17])[C:11](OCC)=O)=[CH:5][CH:4]=1)#[N:2].[NH2:18][C:19]([NH2:21])=[S:20].